Dataset: NCI-60 drug combinations with 297,098 pairs across 59 cell lines. Task: Regression. Given two drug SMILES strings and cell line genomic features, predict the synergy score measuring deviation from expected non-interaction effect. Drug 1: CN1CCC(CC1)COC2=C(C=C3C(=C2)N=CN=C3NC4=C(C=C(C=C4)Br)F)OC. Drug 2: C1=NC2=C(N=C(N=C2N1C3C(C(C(O3)CO)O)O)F)N. Cell line: SNB-75. Synergy scores: CSS=3.92, Synergy_ZIP=3.10, Synergy_Bliss=-1.37, Synergy_Loewe=-9.70, Synergy_HSA=-2.23.